This data is from Full USPTO retrosynthesis dataset with 1.9M reactions from patents (1976-2016). The task is: Predict the reactants needed to synthesize the given product. (1) Given the product [F:1][C:2]1[CH:7]=[CH:6][C:5]([C@H:8]([NH:10][C@H:11]2[CH2:15][CH2:14][C@@H:13]([C:16]3[CH:17]=[CH:18][C:19]([CH2:22][C:23]([NH:29][CH2:30][CH2:31][CH2:32][S:33](=[O:35])(=[O:34])[NH2:36])=[O:24])=[CH:20][CH:21]=3)[CH2:12]2)[CH3:9])=[CH:4][C:3]=1[O:26][CH3:27], predict the reactants needed to synthesize it. The reactants are: [F:1][C:2]1[CH:7]=[CH:6][C:5]([C@H:8]([NH:10][C@H:11]2[CH2:15][CH2:14][C@@H:13]([C:16]3[CH:21]=[CH:20][C:19]([CH2:22][C:23](O)=[O:24])=[CH:18][CH:17]=3)[CH2:12]2)[CH3:9])=[CH:4][C:3]=1[O:26][CH3:27].Cl.[NH2:29][CH2:30][CH2:31][CH2:32][S:33]([NH2:36])(=[O:35])=[O:34]. (2) The reactants are: S(=O)(=O)(O)O.[NH2:6][C:7]1[CH:11]=[N:10][N:9]2[CH2:12][CH2:13][NH:14][C:8]=12.C(N(CC)CC)C.[C:22]([O:26][C:27]([NH:29][C:30]([NH:39][C:40]([O:42][C:43]([CH3:46])([CH3:45])[CH3:44])=[O:41])=NS(C(F)(F)F)(=O)=O)=[O:28])([CH3:25])([CH3:24])[CH3:23]. Given the product [C:43]([O:42][C:40]([N:39]=[C:30]([NH:29][C:27]([O:26][C:22]([CH3:25])([CH3:24])[CH3:23])=[O:28])[NH:6][C:7]1[CH:11]=[N:10][N:9]2[CH2:12][CH2:13][NH:14][C:8]=12)=[O:41])([CH3:46])([CH3:45])[CH3:44], predict the reactants needed to synthesize it. (3) Given the product [N+:1]([C:4]1[CH:9]=[CH:8][CH:7]=[CH:6][C:5]=1[S:10]([N:14]1[CH2:18][CH2:17][CH2:16][CH2:15]1)(=[O:12])=[O:11])([O-:3])=[O:2], predict the reactants needed to synthesize it. The reactants are: [N+:1]([C:4]1[CH:9]=[CH:8][CH:7]=[CH:6][C:5]=1[S:10](Cl)(=[O:12])=[O:11])([O-:3])=[O:2].[NH:14]1[CH2:18][CH2:17][CH2:16][CH2:15]1. (4) The reactants are: Cl[C:2]1[CH:7]=[C:6]([Cl:8])[N:5]=[C:4]([O:9][CH3:10])[N:3]=1.[OH:11][C:12]1[CH:21]=[C:20]([CH3:22])[C:15]2[NH:16][C:17](=[O:19])[O:18][C:14]=2[CH:13]=1.C(=O)([O-])[O-].[K+].[K+].O. Given the product [Cl:8][C:6]1[N:5]=[C:4]([O:9][CH3:10])[N:3]=[C:2]([O:11][C:12]2[CH:21]=[C:20]([CH3:22])[C:15]3[NH:16][C:17](=[O:19])[O:18][C:14]=3[CH:13]=2)[CH:7]=1, predict the reactants needed to synthesize it. (5) The reactants are: [CH2:1]([O:8][C:9]1[C:10]([CH2:15][NH2:16])=[N:11][CH:12]=[CH:13][CH:14]=1)[C:2]1[CH:7]=[CH:6][CH:5]=[CH:4][CH:3]=1.[OH-].[NH4+].[CH:19](O)=[O:20]. Given the product [CH2:1]([O:8][C:9]1[C:10]([CH2:15][NH:16][CH:19]=[O:20])=[N:11][CH:12]=[CH:13][CH:14]=1)[C:2]1[CH:3]=[CH:4][CH:5]=[CH:6][CH:7]=1, predict the reactants needed to synthesize it. (6) Given the product [F:31][C:2]([F:1])([C:27]([F:30])([F:29])[F:28])[CH2:3][O:4][C:5](=[O:26])[C@H:6]([OH:25])[CH2:7][C@H:8]([NH:24][C:38]([C:36]1[N:35]=[N:34][N:33]([OH:32])[CH:37]=1)=[O:39])[CH2:9][C:10]1[CH:15]=[CH:14][C:13]([C:16]2[CH:21]=[C:20]([Cl:22])[CH:19]=[CH:18][C:17]=2[F:23])=[CH:12][CH:11]=1, predict the reactants needed to synthesize it. The reactants are: [F:1][C:2]([F:31])([C:27]([F:30])([F:29])[F:28])[CH2:3][O:4][C:5](=[O:26])[C@H:6]([OH:25])[CH2:7][C@H:8]([NH2:24])[CH2:9][C:10]1[CH:15]=[CH:14][C:13]([C:16]2[CH:21]=[C:20]([Cl:22])[CH:19]=[CH:18][C:17]=2[F:23])=[CH:12][CH:11]=1.[OH:32][N:33]1[CH:37]=[C:36]([C:38](O)=[O:39])[N:35]=[N:34]1.CN(C(ON1N=NC2C=CC=NC1=2)=[N+](C)C)C.F[P-](F)(F)(F)(F)F.CN(C=O)C.CCN(C(C)C)C(C)C. (7) Given the product [C:4]([O:6][CH2:7][CH2:8][O:9][C:10]1[CH:11]=[CH:12][C:13]([CH2:16][C:17]([C:20]([C:22]([OH:40])([CH2:24][C:25]2[CH:30]=[CH:29][C:28]([O:31][CH2:32][CH2:33][O:34][C:35](=[O:39])[CH:36]=[CH2:37])=[CH:27][CH:26]=2)[CH3:23])=[O:21])([OH:19])[CH3:18])=[CH:14][CH:15]=1)(=[O:5])[CH:3]=[CH2:2], predict the reactants needed to synthesize it. The reactants are: Cl[CH2:2][CH2:3][C:4]([O:6][CH2:7][CH2:8][O:9][C:10]1[CH:15]=[CH:14][C:13]([CH2:16][C:17]([C:20]([C:22]([OH:40])([CH2:24][C:25]2[CH:30]=[CH:29][C:28]([O:31][CH2:32][CH2:33][O:34][C:35](=[O:39])[CH2:36][CH2:37]Cl)=[CH:27][CH:26]=2)[CH3:23])=[O:21])([OH:19])[CH3:18])=[CH:12][CH:11]=1)=[O:5].C([O-])([O-])=O.[K+].[K+].C(C1C=C(C)C=C(C(C)(C)C)C=1O)(C)(C)C.